Predict the reactants needed to synthesize the given product. From a dataset of Full USPTO retrosynthesis dataset with 1.9M reactions from patents (1976-2016). The reactants are: [N:1]1[CH:6]=[C:5]([NH2:7])[CH:4]=[C:3]2[CH2:8][O:9][CH2:10][CH2:11][C:2]=12.[F:12][C:13]([F:31])([F:30])[C:14]([C:17]1[CH:26]=[CH:25][C:24]2[CH2:23][C@@H:22]([C:27](O)=[O:28])[CH2:21][CH2:20][C:19]=2[N:18]=1)([CH3:16])[CH3:15].F[P-](F)(F)(F)(F)F.C[N+](C)=C(N(C)C)ON1C2N=CC=CC=2N=N1.C(N(CC)C(C)C)(C)C. Given the product [N:1]1[CH:6]=[C:5]([NH:7][C:27]([CH:22]2[CH2:21][CH2:20][C:19]3[N:18]=[C:17]([C:14]([CH3:16])([CH3:15])[C:13]([F:31])([F:30])[F:12])[CH:26]=[CH:25][C:24]=3[CH2:23]2)=[O:28])[CH:4]=[C:3]2[CH2:8][O:9][CH2:10][CH2:11][C:2]=12, predict the reactants needed to synthesize it.